Task: Regression. Given a peptide amino acid sequence and an MHC pseudo amino acid sequence, predict their binding affinity value. This is MHC class I binding data.. Dataset: Peptide-MHC class I binding affinity with 185,985 pairs from IEDB/IMGT (1) The binding affinity (normalized) is 0.490. The MHC is HLA-B07:02 with pseudo-sequence HLA-B07:02. The peptide sequence is SPPIPMSRLF. (2) The peptide sequence is MTNNPPIPV. The MHC is HLA-A02:06 with pseudo-sequence HLA-A02:06. The binding affinity (normalized) is 0.318. (3) The peptide sequence is RPEFVKLTM. The MHC is HLA-A11:01 with pseudo-sequence HLA-A11:01. The binding affinity (normalized) is 0.213. (4) The binding affinity (normalized) is 0. The MHC is HLA-A31:01 with pseudo-sequence HLA-A31:01. The peptide sequence is TTDAEACYIY. (5) The peptide sequence is YLQSKGKDI. The MHC is HLA-A01:01 with pseudo-sequence HLA-A01:01. The binding affinity (normalized) is 0.0847. (6) The peptide sequence is IRYPKTFGWLW. The MHC is HLA-B27:05 with pseudo-sequence HLA-B27:05. The binding affinity (normalized) is 0.411. (7) The peptide sequence is AAAQGQAPL. The MHC is HLA-A25:01 with pseudo-sequence HLA-A25:01. The binding affinity (normalized) is 0.0847.